Predict the reaction yield, written as a fraction of the theoretical maximum amount of product (1.0 means a 100% yield; for example, 0.34 means a 34% yield). From a dataset of Reaction yield outcomes from USPTO patents with 853,638 reactions. (1) The reactants are [OH:1][C@@H:2]1[C@H:6]([OH:7])[C@@H:5]([CH2:8][OH:9])[O:4][C@H:3]1[N:10]1[CH:15]=[CH:14][CH:13]=[N:12][C:11]1=[O:16].[C:23](O[C:23](=[O:27])[CH2:24][CH2:25][CH3:26])(=[O:27])[CH2:24][CH2:25][CH3:26]. The catalyst is N1C=CC=CC=1.CN(C1C=CN=CC=1)C. The product is [C:23]([O:7][C@H:6]1[C@@H:2]([O:1][C:23](=[O:27])[CH2:24][CH2:25][CH3:26])[C@H:3]([N:10]2[CH:15]=[CH:14][CH:13]=[N:12][C:11]2=[O:16])[O:4][C@@H:5]1[CH2:8][O:9][C:23](=[O:27])[CH2:24][CH2:25][CH3:26])(=[O:27])[CH2:24][CH2:25][CH3:26]. The yield is 0.470. (2) The reactants are [CH3:1][N:2]1[C:7]2[S:8][CH:9]=[CH:10][C:6]=2[C:5](=[O:11])[CH2:4][S:3]1(=[O:13])=[O:12].[I:14]I. The catalyst is C(Cl)(Cl)Cl. The product is [I:14][C:9]1[S:8][C:7]2[N:2]([CH3:1])[S:3](=[O:13])(=[O:12])[CH2:4][C:5](=[O:11])[C:6]=2[CH:10]=1. The yield is 0.430.